Dataset: Peptide-MHC class II binding affinity with 134,281 pairs from IEDB. Task: Regression. Given a peptide amino acid sequence and an MHC pseudo amino acid sequence, predict their binding affinity value. This is MHC class II binding data. (1) The binding affinity (normalized) is 0. The MHC is DRB3_0101 with pseudo-sequence DRB3_0101. The peptide sequence is NCEALSLVSHIVKWK. (2) The MHC is DRB5_0101 with pseudo-sequence DRB5_0101. The peptide sequence is FATCFLIPLTSQFFLP. The binding affinity (normalized) is 0.547. (3) The peptide sequence is GVWAPFNVLKVIRSE. The MHC is DRB3_0101 with pseudo-sequence DRB3_0101. The binding affinity (normalized) is 0.323. (4) The peptide sequence is EDGIYGIFQSTFLGA. The MHC is DRB1_0404 with pseudo-sequence DRB1_0404. The binding affinity (normalized) is 0.728. (5) The peptide sequence is LHGVRDGLVRDANNY. The MHC is DRB1_1302 with pseudo-sequence DRB1_1302. The binding affinity (normalized) is 0.